From a dataset of Catalyst prediction with 721,799 reactions and 888 catalyst types from USPTO. Predict which catalyst facilitates the given reaction. (1) Reactant: [NH:1]1[C:9]2[CH:8]=[CH:7][N:6]=[C:5]([N:10]3[CH2:15][CH2:14][N:13]([CH2:16][CH2:17][C:18]4[C:26]5[C:21](=[CH:22][CH:23]=[C:24]([CH:27]([C:29]6[N:30]=[CH:31][N:32](C(C7C=CC=CC=7)(C7C=CC=CC=7)C7C=CC=CC=7)[CH:33]=6)O)[CH:25]=5)[NH:20][CH:19]=4)[CH2:12][CH2:11]3)[C:4]=2[CH:3]=[CH:2]1.C([SiH](CC)CC)C.FC(F)(F)C(O)=O.C([O-])(O)=O.[Na+].Cl. Product: [NH:30]1[C:29]([CH2:27][C:24]2[CH:25]=[C:26]3[C:21](=[CH:22][CH:23]=2)[NH:20][CH:19]=[C:18]3[CH2:17][CH2:16][N:13]2[CH2:14][CH2:15][N:10]([C:5]3[C:4]4[CH:3]=[CH:2][NH:1][C:9]=4[CH:8]=[CH:7][N:6]=3)[CH2:11][CH2:12]2)=[CH:33][N:32]=[CH:31]1. The catalyst class is: 4. (2) Reactant: [CH3:1][N:2](C)[C:3](N)=[O:4].C(OC(=O)C)(=[O:9])C.[N:14]1[CH:19]=[CH:18][CH:17]=[CH:16][CH:15]=1. Product: [CH3:1][N:2]1[C:17]([CH3:16])=[CH:18][C:19](=[O:9])[N:14]([CH3:15])[C:3]1=[O:4]. The catalyst class is: 277. (3) The catalyst class is: 15. Reactant: NC1C=CC(C(N[C@@H](CCSC)C(OC)=O)=O)=C(CC2C=CC=CC=2)C=1.[OH2:27].[OH2:28].[Cr](O[Cr]([O-])(=O)=O)([O-])(=O)=O.[Na+].[Na+].[Br:40][C:41]1[CH:46]=[C:45]([N+:47]([O-:49])=[O:48])[CH:44]=[CH:43][C:42]=1[CH3:50].S(=O)(=O)(O)O. Product: [Br:40][C:41]1[CH:46]=[C:45]([N+:47]([O-:49])=[O:48])[CH:44]=[CH:43][C:42]=1[C:50]([OH:28])=[O:27]. (4) Reactant: CC1(C)CO[C:5]2([CH2:9][C@@H:8]([C:10]([NH:12][C:13]3[CH2:20][CH2:19][C:16]4([CH2:18][CH2:17]4)[CH2:15][C:14]=3[C:21]([O:23][CH2:24][CH3:25])=[O:22])=[O:11])[CH2:7][CH2:6]2)[O:4]C1.Cl. Product: [O:4]=[C:5]1[CH2:6][CH2:7][C@H:8]([C:10]([NH:12][C:13]2[CH2:20][CH2:19][C:16]3([CH2:18][CH2:17]3)[CH2:15][C:14]=2[C:21]([O:23][CH2:24][CH3:25])=[O:22])=[O:11])[CH2:9]1. The catalyst class is: 8.